This data is from HIV replication inhibition screening data with 41,000+ compounds from the AIDS Antiviral Screen. The task is: Binary Classification. Given a drug SMILES string, predict its activity (active/inactive) in a high-throughput screening assay against a specified biological target. (1) The molecule is CC(C)(C)C(=O)OCC1CCC(n2cnc3c(O)nc(N)nc32)O1. The result is 0 (inactive). (2) The drug is Cc1cc(C)c(C2=NOC(c3ccccc3)(c3cc(=O)n(-c4ccccc4)s3)O2)c(C)c1. The result is 1 (active).